The task is: Predict the reactants needed to synthesize the given product.. This data is from Full USPTO retrosynthesis dataset with 1.9M reactions from patents (1976-2016). Given the product [C:44]([NH:43][S:40]([C:36]1[CH:37]=[N:38][CH:39]=[C:34]([C:20]2[N:19]=[C:18]([NH:17][CH2:3][C:4]3[CH:9]=[CH:8][CH:7]=[CH:6][N:5]=3)[C:27]3[C:22](=[CH:23][CH:24]=[CH:25][C:26]=3[C:28]3[CH:33]=[CH:32][CH:31]=[CH:30][CH:29]=3)[N:21]=2)[CH:35]=1)(=[O:41])=[O:42])([CH3:47])([CH3:45])[CH3:46], predict the reactants needed to synthesize it. The reactants are: Cl.Cl[CH2:3][C:4]1[CH:9]=[CH:8][CH:7]=[CH:6][N:5]=1.C(N(CC)CC)C.[NH2:17][C:18]1[C:27]2[C:22](=[CH:23][CH:24]=[CH:25][C:26]=2[C:28]2[CH:33]=[CH:32][CH:31]=[CH:30][CH:29]=2)[N:21]=[C:20]([C:34]2[CH:35]=[C:36]([S:40]([NH:43][C:44]([CH3:47])([CH3:46])[CH3:45])(=[O:42])=[O:41])[CH:37]=[N:38][CH:39]=2)[N:19]=1.CC(C)([O-])C.[Na+].Cl.